Predict the product of the given reaction. From a dataset of Forward reaction prediction with 1.9M reactions from USPTO patents (1976-2016). (1) The product is: [CH2:1]([C@H:4]([CH2:9][CH2:10][CH2:11][CH2:12][CH2:13][CH3:14])[C:5]([OH:7])=[O:6])[CH:2]=[CH2:3]. Given the reactants [CH2:1]([C@H:4]([CH2:9][CH2:10][CH2:11][CH2:12][CH2:13][CH3:14])[C:5]([O:7]C)=[O:6])[CH:2]=[CH2:3].S(=O)(=O)(O)O, predict the reaction product. (2) Given the reactants [N:1]1[O:2][N:3]=[C:4]2[C:9]([CH:10]=O)=[CH:8][CH:7]=[CH:6][C:5]=12.[NH2:12][C:13]1[CH:17]=[CH:16][NH:15][N:14]=1.O=[C:19]([CH2:26][CH2:27][CH2:28][CH3:29])[CH2:20][C:21]([O:23][CH2:24][CH3:25])=[O:22], predict the reaction product. The product is: [N:1]1[O:2][N:3]=[C:4]2[C:9]([CH:10]3[C:20]([C:21]([O:23][CH2:24][CH3:25])=[O:22])=[C:19]([CH2:26][CH2:27][CH2:28][CH3:29])[NH:12][C:13]4=[N:14][NH:15][CH:16]=[C:17]34)=[CH:8][CH:7]=[CH:6][C:5]=12. (3) Given the reactants [C:9](O[C:9]([O:11][C:12]([CH3:15])([CH3:14])[CH3:13])=[O:10])([O:11][C:12]([CH3:15])([CH3:14])[CH3:13])=[O:10].Br.[OH:17][C:18]1[CH:23]=[CH:22][CH:21]=[CH:20][C:19]=1[CH2:24][CH2:25][NH:26][CH2:27][C:28]1[CH:37]=[CH:36][C:31]([C:32]([O:34][CH3:35])=[O:33])=[CH:30][CH:29]=1.C(N(CC)CC)C, predict the reaction product. The product is: [C:12]([O:11][C:9]([N:26]([CH2:27][C:28]1[CH:29]=[CH:30][C:31]([C:32]([O:34][CH3:35])=[O:33])=[CH:36][CH:37]=1)[CH2:25][CH2:24][C:19]1[CH:20]=[CH:21][CH:22]=[CH:23][C:18]=1[OH:17])=[O:10])([CH3:13])([CH3:14])[CH3:15]. (4) The product is: [NH2:5][S:6]([C:9]1[CH:14]=[CH:13][CH:12]=[CH:11][C:10]=1[C:15]1[CH:16]=[CH:17][C:18]([NH:21][C@H:22]([C:32]([NH:34][S:35]([CH3:38])(=[O:37])=[O:36])=[O:33])[CH2:23][C:24]2[CH:29]=[CH:28][CH:27]=[C:26]([C:30]#[N:31])[CH:25]=2)=[CH:19][CH:20]=1)(=[O:7])=[O:8]. Given the reactants C([NH:5][S:6]([C:9]1[CH:14]=[CH:13][CH:12]=[CH:11][C:10]=1[C:15]1[CH:20]=[CH:19][C:18]([NH:21][C@H:22]([C:32]([NH:34][S:35]([CH3:38])(=[O:37])=[O:36])=[O:33])[CH2:23][C:24]2[CH:29]=[CH:28][CH:27]=[C:26]([C:30]#[N:31])[CH:25]=2)=[CH:17][CH:16]=1)(=[O:8])=[O:7])(C)(C)C.C(O)(C(F)(F)F)=O, predict the reaction product. (5) Given the reactants N1C=CC=CC=1.S(Cl)(Cl)=O.[Cl:11][C:12]1[CH:13]=[C:14]2[C:18](=[CH:19][CH:20]=1)[NH:17][C:16](=[O:21])[C:15]2([C:23]1[C:24]([O:29][CH3:30])=[N:25][CH:26]=[CH:27][CH:28]=1)O.[Cl-:31].[NH4+], predict the reaction product. The product is: [Cl:31][C:15]1([C:23]2[C:24]([O:29][CH3:30])=[N:25][CH:26]=[CH:27][CH:28]=2)[C:14]2[C:18](=[CH:19][CH:20]=[C:12]([Cl:11])[CH:13]=2)[NH:17][C:16]1=[O:21]. (6) Given the reactants [Cl:1][C:2]1[CH:7]=[C:6](Cl)[CH:5]=[C:4]([Cl:9])[N:3]=1.C([O-])([O-])=O.[Cs+].[Cs+].CN1CCCC1=O.[NH:23]1[CH:27]=[N:26][CH:25]=[N:24]1, predict the reaction product. The product is: [Cl:1][C:2]1[CH:7]=[C:6]([N:23]2[CH:27]=[N:26][CH:25]=[N:24]2)[CH:5]=[C:4]([Cl:9])[N:3]=1. (7) Given the reactants Br[C:2]1[CH:7]=[CH:6][C:5]([C:8]2[O:12][N:11]=[C:10]([CH3:13])[C:9]=2[NH:14][CH:15]([CH3:35])[CH2:16][C:17]2[CH:22]=[CH:21][C:20]([O:23][CH2:24][C:25]3[CH:30]=[CH:29][C:28]([C:31]([F:34])([F:33])[F:32])=[CH:27][CH:26]=3)=[CH:19][CH:18]=2)=[CH:4][CH:3]=1.[CH2:36]([O:38][C:39](=[O:59])[CH2:40][C:41]1([C:44]2[CH:49]=[CH:48][C:47](B3OC(C)(C)C(C)(C)O3)=[CH:46][CH:45]=2)[CH2:43][CH2:42]1)[CH3:37], predict the reaction product. The product is: [CH2:36]([O:38][C:39](=[O:59])[CH2:40][C:41]1([C:44]2[CH:49]=[CH:48][C:47]([C:2]3[CH:7]=[CH:6][C:5]([C:8]4[O:12][N:11]=[C:10]([CH3:13])[C:9]=4[NH:14][CH:15]([CH3:35])[CH2:16][C:17]4[CH:22]=[CH:21][C:20]([O:23][CH2:24][C:25]5[CH:30]=[CH:29][C:28]([C:31]([F:34])([F:33])[F:32])=[CH:27][CH:26]=5)=[CH:19][CH:18]=4)=[CH:4][CH:3]=3)=[CH:46][CH:45]=2)[CH2:43][CH2:42]1)[CH3:37]. (8) Given the reactants P([O-])([O-])([O-])=O.[K+].[K+].[K+].[CH2:9]([C:16]([C:20]([OH:22])=[O:21])([CH2:18][OH:19])[NH2:17])[C:10]1[CH:15]=[CH:14][CH:13]=[CH:12][CH:11]=1.CC1N=CC(COP(O)(O)=O)=C(C=O)C=1O.C=O, predict the reaction product. The product is: [CH2:9]([C@@:16]([C:20]([OH:22])=[O:21])([CH2:18][OH:19])[NH2:17])[C:10]1[CH:15]=[CH:14][CH:13]=[CH:12][CH:11]=1. (9) Given the reactants C(O)(=O)C.[CH3:5][C:6]1[NH:7][C:8]2[C:13]([C:14]=1[CH2:15][C:16]([O:18][CH3:19])=[O:17])=[CH:12][C:11]([O:20][CH3:21])=[CH:10][CH:9]=2.[Br:22]Br.C(=O)([O-])O.[Na+], predict the reaction product. The product is: [Br:22][C:12]1[C:11]([O:20][CH3:21])=[CH:10][CH:9]=[C:8]2[C:13]=1[C:14]([CH2:15][C:16]([O:18][CH3:19])=[O:17])=[C:6]([CH3:5])[NH:7]2. (10) Given the reactants Cl[C:2]1[CH:7]=[C:6]([C:8]2[S:9][CH:10]=[C:11]([C:13]3[C:18](=[O:19])[NH:17][C:16]([CH3:20])=[C:15](C(OCC)=O)[CH:14]=3)[N:12]=2)[CH:5]=[CH:4][N:3]=1.[NH2:26][CH2:27][C:28]1[CH:33]=[CH:32][CH:31]=[CH:30][N:29]=1, predict the reaction product. The product is: [CH3:20][C:16]1[NH:17][C:18](=[O:19])[C:13]([C:11]2[N:12]=[C:8]([C:6]3[CH:5]=[CH:4][N:3]=[C:2]([NH:26][CH2:27][C:28]4[CH:33]=[CH:32][CH:31]=[CH:30][N:29]=4)[CH:7]=3)[S:9][CH:10]=2)=[CH:14][CH:15]=1.